Dataset: Reaction yield outcomes from USPTO patents with 853,638 reactions. Task: Predict the reaction yield, written as a fraction of the theoretical maximum amount of product (1.0 means a 100% yield; for example, 0.34 means a 34% yield). (1) The reactants are C(=O)([O-])[O-].[K+].[K+].[CH3:7][O:8][C:9]1[CH:14]=[C:13]([N+:15]([O-:17])=[O:16])[CH:12]=[CH:11][C:10]=1[OH:18].[Br:19][CH2:20][CH2:21]Br. The catalyst is C(#N)C. The product is [Br:19][CH2:20][CH2:21][O:18][C:10]1[CH:11]=[CH:12][C:13]([N+:15]([O-:17])=[O:16])=[CH:14][C:9]=1[O:8][CH3:7]. The yield is 0.580. (2) The reactants are S(O[CH2:6][CH:7]1[CH2:12][CH2:11][N:10]([C:13]([O:15][C:16]([CH3:19])([CH3:18])[CH3:17])=[O:14])[CH2:9][CH2:8]1)(=O)(=O)C.[CH3:20][N:21]1[CH2:26][CH2:25][NH:24][CH2:23][CH2:22]1. The catalyst is CN1C(=O)CCC1. The product is [C:16]([O:15][C:13]([N:10]1[CH2:11][CH2:12][CH:7]([CH2:6][N:24]2[CH2:25][CH2:26][N:21]([CH3:20])[CH2:22][CH2:23]2)[CH2:8][CH2:9]1)=[O:14])([CH3:19])([CH3:18])[CH3:17]. The yield is 0.620. (3) The reactants are Br[C:2]1[N:7]=[C:6]([CH:8]([O:10][CH2:11][C:12]2([C:25]3[CH:30]=[CH:29][CH:28]=[CH:27][CH:26]=3)[CH2:17][CH2:16][N:15](C(OC(C)(C)C)=O)[CH2:14][CH2:13]2)[CH3:9])[CH:5]=[C:4]([C:31]([F:34])([F:33])[F:32])[CH:3]=1.C[Si](C)(C)[C:37]([F:40])([F:39])[F:38].[F-].[K+].CN1CCCC1=O. The catalyst is CN(C)C=O.[Cu]I. The product is [C:25]1([C:12]2([CH2:11][O:10][CH:8]([C:6]3[CH:5]=[C:4]([C:31]([F:34])([F:33])[F:32])[CH:3]=[C:2]([C:37]([F:40])([F:39])[F:38])[N:7]=3)[CH3:9])[CH2:13][CH2:14][NH:15][CH2:16][CH2:17]2)[CH:26]=[CH:27][CH:28]=[CH:29][CH:30]=1. The yield is 0.150. (4) The reactants are [F-:1].[K+].Cl[C:4]1[N:8]([C:9]2[CH:14]=[CH:13][CH:12]=[CH:11][CH:10]=2)[N:7]=[C:6]([C:15]([F:18])([F:17])[F:16])[C:5]=1[CH:19]=[O:20].O. The catalyst is CS(C)=O. The product is [F:1][C:4]1[N:8]([C:9]2[CH:14]=[CH:13][CH:12]=[CH:11][CH:10]=2)[N:7]=[C:6]([C:15]([F:18])([F:17])[F:16])[C:5]=1[CH:19]=[O:20]. The yield is 0.850. (5) The reactants are N1C=CC=CC=1.[CH:7]1([NH:13][C:14]2[N:19]3[N:20]=[C:21]([NH2:23])[N:22]=[C:18]3[CH:17]=[CH:16][CH:15]=2)[CH2:12][CH2:11][CH2:10][CH2:9][CH2:8]1.Cl.Cl[CH2:26][C:27]1[N:32]=[CH:31][C:30]([C:33](Cl)=[O:34])=[CH:29][CH:28]=1.[NH:36]1[CH2:41][CH2:40][O:39][CH2:38][CH2:37]1. The catalyst is C(Cl)Cl.C1COCC1. The product is [CH:7]1([NH:13][C:14]2[N:19]3[N:20]=[C:21]([NH:23][C:33](=[O:34])[C:30]4[CH:29]=[CH:28][C:27]([CH2:26][N:36]5[CH2:41][CH2:40][O:39][CH2:38][CH2:37]5)=[N:32][CH:31]=4)[N:22]=[C:18]3[CH:17]=[CH:16][CH:15]=2)[CH2:8][CH2:9][CH2:10][CH2:11][CH2:12]1. The yield is 0.0900. (6) The reactants are [C:1]([O:5][C:6](=[O:19])[CH2:7][C@@H:8]([CH2:17][OH:18])[CH2:9][C@H:10]([CH3:16])[CH2:11][CH2:12][CH2:13][CH2:14][CH3:15])([CH3:4])([CH3:3])[CH3:2].[S:20](Cl)([C:23]1[CH:29]=[CH:28][C:26]([CH3:27])=[CH:25][CH:24]=1)(=[O:22])=[O:21].C(N(CC)CC)C. The catalyst is C(Cl)Cl.CN(C1C=CN=CC=1)C. The product is [C:1]([O:5][C:6](=[O:19])[CH2:7][C@@H:8]([CH2:17][O:18][S:20]([C:23]1[CH:29]=[CH:28][C:26]([CH3:27])=[CH:25][CH:24]=1)(=[O:22])=[O:21])[CH2:9][C@H:10]([CH3:16])[CH2:11][CH2:12][CH2:13][CH2:14][CH3:15])([CH3:3])([CH3:2])[CH3:4]. The yield is 0.960. (7) The reactants are [CH3:1][O:2][C:3]1[CH:4]=[C:5]2[C:10](=[CH:11][C:12]=1[O:13][CH3:14])[N:9]=[CH:8][CH:7]=[C:6]2[O:15][C:16]1[CH:22]=[CH:21][C:19]([NH2:20])=[CH:18][C:17]=1[F:23].C(N(CC)CC)C.ClC(Cl)(O[C:35](=[O:41])OC(Cl)(Cl)Cl)Cl.[F:43][C:44]1[CH:49]=[CH:48][C:47]([CH:50]([NH2:52])[CH3:51])=[CH:46][CH:45]=1. The catalyst is C(Cl)(Cl)Cl. The product is [CH3:1][O:2][C:3]1[CH:4]=[C:5]2[C:10](=[CH:11][C:12]=1[O:13][CH3:14])[N:9]=[CH:8][CH:7]=[C:6]2[O:15][C:16]1[CH:22]=[CH:21][C:19]([NH:20][C:35]([NH:52][CH:50]([C:47]2[CH:48]=[CH:49][C:44]([F:43])=[CH:45][CH:46]=2)[CH3:51])=[O:41])=[CH:18][C:17]=1[F:23]. The yield is 0.460.